From a dataset of Forward reaction prediction with 1.9M reactions from USPTO patents (1976-2016). Predict the product of the given reaction. (1) Given the reactants Br[C:2]1[C:3]([NH2:8])=[N:4][CH:5]=[CH:6][CH:7]=1.[CH:9]1(B(O)O)[CH2:11][CH2:10]1.C1(P(C2CCCCC2)C2CCCCC2)CCCCC1.O.O.O.P([O-])([O-])([O-])=O.[K+].[K+].[K+], predict the reaction product. The product is: [CH:9]1([C:2]2[C:3]([NH2:8])=[N:4][CH:5]=[CH:6][CH:7]=2)[CH2:11][CH2:10]1. (2) Given the reactants [C:1]1([C:7]2[CH:19]=[CH:18][C:10]([C:11]([O:13]C(C)(C)C)=[O:12])=[C:9]([NH:20][S:21](/[CH:24]=[CH:25]/[C:26]3[CH:31]=[CH:30][CH:29]=[CH:28][CH:27]=3)(=[O:23])=[O:22])[CH:8]=2)[CH:6]=[CH:5][CH:4]=[CH:3][CH:2]=1, predict the reaction product. The product is: [C:1]1([C:7]2[CH:19]=[CH:18][C:10]([C:11]([OH:13])=[O:12])=[C:9]([NH:20][S:21](/[CH:24]=[CH:25]/[C:26]3[CH:27]=[CH:28][CH:29]=[CH:30][CH:31]=3)(=[O:23])=[O:22])[CH:8]=2)[CH:2]=[CH:3][CH:4]=[CH:5][CH:6]=1. (3) Given the reactants [Cl:1][C:2]1[CH:3]=[C:4]2[NH:22][C:21]([O:23][C@@H:24]3[CH2:28][O:27][C@@H:26]4[C:29](=[N:32]O)[CH2:30][O:31][C@H:25]34)=[N:20][C:5]2=[N:6][C:7]=1[C:8]1[CH:13]=[CH:12][C:11]([C:14]2[CH:19]=[CH:18][CH:17]=[CH:16][CH:15]=2)=[CH:10][CH:9]=1.C1(C)C(S(Cl)(=O)=[O:41])=CC=CC=1, predict the reaction product. The product is: [Cl:1][C:2]1[CH:3]=[C:4]2[NH:22][C:21]([O:23][C@H:24]3[C@H:25]4[O:31][CH2:30][C:29](=[O:41])[NH:32][C@H:26]4[O:27][CH2:28]3)=[N:20][C:5]2=[N:6][C:7]=1[C:8]1[CH:9]=[CH:10][C:11]([C:14]2[CH:15]=[CH:16][CH:17]=[CH:18][CH:19]=2)=[CH:12][CH:13]=1. (4) The product is: [NH2:9][C:4]1[C:3]([NH:12][CH2:13][CH2:14][OH:15])=[C:2]([F:1])[C:7]([F:8])=[CH:6][CH:5]=1. Given the reactants [F:1][C:2]1[C:7]([F:8])=[CH:6][CH:5]=[C:4]([N+:9]([O-])=O)[C:3]=1[NH:12][CH2:13][CH2:14][OH:15].[H][H], predict the reaction product. (5) Given the reactants [CH3:1][O-:2].[Na+].C([C@H]1COC(=O)N1[C:17](=[O:39])[C@@H:18]([O:36][CH2:37][CH3:38])[C@@H:19]([C:21]1[CH:26]=[CH:25][C:24]([O:27][CH2:28][C:29]2[CH:34]=[CH:33][CH:32]=[CH:31][CH:30]=2)=[CH:23][C:22]=1[CH3:35])[OH:20])C1C=CC=CC=1, predict the reaction product. The product is: [CH3:1][O:2][C:17](=[O:39])[C@@H:18]([O:36][CH2:37][CH3:38])[C@@H:19]([C:21]1[CH:26]=[CH:25][C:24]([O:27][CH2:28][C:29]2[CH:30]=[CH:31][CH:32]=[CH:33][CH:34]=2)=[CH:23][C:22]=1[CH3:35])[OH:20]. (6) Given the reactants [CH3:1][C:2]1([CH3:19])[C:10]2[C:5](=[CH:6][C:7]([C:11]3[CH:12]=[N:13][C:14]([CH3:17])=[N:15][CH:16]=3)=[CH:8][CH:9]=2)[NH:4][C:3]1=[O:18].Cl[CH:21]1[CH2:25][CH2:24][O:23][CH2:22]1.C(=O)([O-])[O-].[Cs+].[Cs+].[H-].[Na+], predict the reaction product. The product is: [CH3:1][C:2]1([CH3:19])[C:10]2[C:5](=[CH:6][C:7]([C:11]3[CH:16]=[N:15][C:14]([CH3:17])=[N:13][CH:12]=3)=[CH:8][CH:9]=2)[N:4]([CH:21]2[CH2:25][CH2:24][O:23][CH2:22]2)[C:3]1=[O:18].